From a dataset of Catalyst prediction with 721,799 reactions and 888 catalyst types from USPTO. Predict which catalyst facilitates the given reaction. (1) Reactant: Cl[C:2]1[CH:7]=[C:6](Cl)[N:5]=[CH:4][N:3]=1.[CH3:9][O:10][C:11]1[CH:12]=[C:13]([CH:15]=[CH:16][CH:17]=1)[NH2:14].CCN(C(C)C)C(C)C.[CH:27]1([NH2:33])[CH2:32][CH2:31][CH2:30][CH2:29][CH2:28]1. Product: [CH:27]1([NH:33][C:2]2[CH:7]=[C:6]([NH:14][C:13]3[CH:15]=[CH:16][CH:17]=[C:11]([O:10][CH3:9])[CH:12]=3)[N:5]=[CH:4][N:3]=2)[CH2:32][CH2:31][CH2:30][CH2:29][CH2:28]1. The catalyst class is: 114. (2) Reactant: C([Si](C(C)C)(C(C)C)[N:5]1[C:13]2[C:8](=[CH:9][CH:10]=[C:11]([N:14]3[CH2:19][CH2:18][N:17]4[CH2:20][CH2:21][CH2:22][CH:16]4[CH2:15]3)[CH:12]=2)[CH:7]=[CH:6]1)(C)C.CCCC[N+](CCCC)(CCCC)CCCC.[F-].C(Cl)Cl.CO. Product: [NH:5]1[C:13]2[C:8](=[CH:9][CH:10]=[C:11]([N:14]3[CH2:19][CH2:18][N:17]4[CH2:20][CH2:21][CH2:22][CH:16]4[CH2:15]3)[CH:12]=2)[CH:7]=[CH:6]1. The catalyst class is: 1. (3) Reactant: [F:1][C:2]1[CH:3]=[C:4]2[C:9](=[CH:10][CH:11]=1)[C:8](OS(C(F)(F)F)(=O)=O)=[CH:7][CH:6]=[CH:5]2.[C:20]([N:27]1[CH2:32][CH2:31][NH:30][CH2:29][CH2:28]1)([O:22][C:23]([CH3:26])([CH3:25])[CH3:24])=[O:21].C1(P(C2CCCCC2)C2C=CC=CC=2C2C=CC=CC=2)CCCCC1.CC(C)([O-])C.[Na+]. Product: [C:23]([O:22][C:20]([N:27]1[CH2:32][CH2:31][N:30]([C:8]2[C:9]3[C:4](=[CH:3][C:2]([F:1])=[CH:11][CH:10]=3)[CH:5]=[CH:6][CH:7]=2)[CH2:29][CH2:28]1)=[O:21])([CH3:26])([CH3:24])[CH3:25]. The catalyst class is: 164. (4) The catalyst class is: 58. Reactant: [C:1]1([C:7]2[O:8][CH:9]=[C:10]3[C:18]4[CH:17]=[CH:16][CH:15]=[CH:14][C:13]=4[N:12](S(C4C=CC=CC=4)(=O)=O)[C:11]=23)[CH:6]=[CH:5][CH:4]=[CH:3][CH:2]=1.[OH-].[K+].Cl. Product: [C:1]1([C:7]2[O:8][CH:9]=[C:10]3[C:18]4[CH:17]=[CH:16][CH:15]=[CH:14][C:13]=4[NH:12][C:11]=23)[CH:2]=[CH:3][CH:4]=[CH:5][CH:6]=1. (5) Reactant: [NH2:1][C:2]1[CH:11]=[CH:10][C:9]([S:12][C:13]2[CH:18]=[CH:17][C:16]([NH2:19])=[CH:15][CH:14]=2)=[CH:8][C:3]=1[C:4]([O:6][CH3:7])=[O:5].Br[C:21]1[CH:26]=[CH:25][C:24]([Cl:27])=[CH:23][CH:22]=1.[CH:28]1[CH:29]=[CH:30][C:31](P([C:28]2[C:33]([C:28]3[C:33](P([C:28]4[CH:33]=[CH:32][CH:31]=[CH:30][CH:29]=4)[C:28]4[CH:33]=[CH:32][CH:31]=[CH:30][CH:29]=4)=[CH:32][CH:31]=[C:30]4[C:29]=3C=CC=C4)=[C:32]3[C:31](C=CC=C3)=[CH:30][CH:29]=2)[C:28]2[CH:33]=[CH:32][CH:31]=[CH:30][CH:29]=2)=[CH:32][CH:33]=1.C([O-])([O-])=O.[Cs+].[Cs+].C(Cl)[Cl:81]. Product: [Cl:27][C:24]1[CH:25]=[CH:26][C:21]([NH:1][C:2]2[CH:11]=[CH:10][C:9]([S:12][C:13]3[CH:18]=[CH:17][C:16]([NH:19][C:28]4[CH:33]=[CH:32][C:31]([Cl:81])=[CH:30][CH:29]=4)=[CH:15][CH:14]=3)=[CH:8][C:3]=2[C:4]([O:6][CH3:7])=[O:5])=[CH:22][CH:23]=1. The catalyst class is: 187. (6) Reactant: [Cl:1][C:2]1[CH:17]=[CH:16][C:5]2[N:6]([CH2:12][CH:13]3[CH2:15][CH2:14]3)[CH:7]=[N:8][S:9](=[O:11])(=[O:10])[C:4]=2[CH:3]=1.[BH4-].[Na+]. Product: [Cl:1][C:2]1[CH:17]=[CH:16][C:5]2[N:6]([CH2:12][CH:13]3[CH2:14][CH2:15]3)[CH2:7][NH:8][S:9](=[O:11])(=[O:10])[C:4]=2[CH:3]=1. The catalyst class is: 32.